The task is: Binary Classification. Given a miRNA mature sequence and a target amino acid sequence, predict their likelihood of interaction.. This data is from Experimentally validated miRNA-target interactions with 360,000+ pairs, plus equal number of negative samples. (1) The miRNA is mmu-miR-6927-3p with sequence CCUGAGCUGGCUCCCCUGCAG. The protein sequence of the target gene is MAENSVLTSTTGRTSLADSSIFDSKVTEISKENLLIGSTSYVEEEMPQIETRVILVQEAGKQEELIKALKTIKIMEVPVIKIKESCPGKSDEKLIKSVINMDIKVGFVKMESVEEFEGLDSPEFENVFVVTDFQDSVFNDLYKADCRVIGPPVVLNCSQKGEPLPFSCRPLYCTSMMNLVLCFTGFRKKEELVRLVTLVHHMGGVIRKDFNSKVTHLVANCTQGEKFRVAVSLGTPIMKPEWIYKAWERRNEQDFYAAVDDFRNEFKVPPFQDCILSFLGFSDEEKTNMEEMTEMQGGKY.... Result: 0 (no interaction). (2) The miRNA is hsa-miR-4504 with sequence UGUGACAAUAGAGAUGAACAUG. The protein sequence of the target gene is MAELSEPEGPVDWKERCVALESQLMKFRVQASKIRELLAEKMQQLERQVIDAERQAEKAFQQVQVMEDKLKAANIQTSESETRLYNKCQDLESLIQEKDDVIQNLELQLEEQKQIRIQEAKIIEEKAAKIKEWVTVKLNELELENQNLRLINQNQTEEIRTMQSKLQEVQGKKSSTVSTLKLSEGQRLSSLTFGCFLSRARSPPQVVKSEEMSKISSKEPEFTEGKDMEEMEIPEKSVDNQVLENNRGQRTLHQTPCGSEQNRKTRTSFATDGGISQNSGAPVSDWSSDEEDGSKGRSKS.... Result: 0 (no interaction). (3) The miRNA is hsa-miR-7110-3p with sequence UCUCUCUCCCACUUCCCUGCAG. The protein sequence of the target gene is MDRMASSMKQVSNPLPKVLSRRGVGAGMEAAERESFERTQTVSVNKAINTQEVAVKEKHARTCILGTHHEKGAQTFWSVVNRLPLSSNAMLCWKFCHVFHKLLRDGHPNVLKDSLRYKNELSDMSRMWGHLSEGYGQLCSIYLKLLRTRMEYHTKNPRFPGNLQMSDRQLDEAGESDVNNFFQLTVEMFDYLECELNLFQTVFNSLDMSRSVSVTTAGQCRLAPLIQVILDCSHLYDYTVKLLFKLHSCLPADTLQGHRDRFMEQFTKLKDLFQRSSNLQYFKRLIQIPQLPENPPNFLR.... Result: 0 (no interaction). (4) The miRNA is cel-miR-795-5p with sequence UGAGGUAGAUUGAUCAGCGAGCUU. The protein sequence of the target gene is MSALEWYAHKSLGDGIFWIQERFYESGNRANIWLVRGSEQDVVIDTGLGLRSLPEYLYSSGLLQDREAKEDAARRPLLAVATHVHFDHSGGLYQFDRVAVHHAEAEALARGDNFETVTWLSDSEVVRTPSPGWRARQFRVQAVQPTLILQDGDVINLGDRQLTVMHMPGHSRGSICLHDKDRKILFSGDVVYDGSLIDWLPYSRISDYVGTCERLIELVDRGLVEKVLPGHFNTFGAERLFRLASNYISKAGICHKVSTFAMRSLASLALRVTNSRTSP. Result: 0 (no interaction). (5) The miRNA is hsa-miR-380-3p with sequence UAUGUAAUAUGGUCCACAUCUU. The protein sequence of the target gene is MGEMEQLRQEAEQLKKQIADARKACADVTLAELVSGLEVVGRVQMRTRRTLRGHLAKIYAMHWATDSKLLVSASQDGKLIVWDSYTTNKVHAIPLRSSWVMTCAYAPSGNFVACGGLDNMCSIYNLKSREGNVKVSRELSAHTGYLSCCRFLDDNNIVTSSGDTTCALWDIETGQQKTVFVGHTGDCMSLAVSPDFNLFISGACDASAKLWDVREGTCRQTFTGHESDINAICFFPNGEAICTGSDDASCRLFDLRADQELICFSHESIICGITSVAFSLSGRLLFAGYDDFNCNVWDSM.... Result: 0 (no interaction). (6) The miRNA is hsa-miR-5703 with sequence AGGAGAAGUCGGGAAGGU. The protein sequence of the target gene is MAAAGARLSPGPGSGLRGRPRLCFHPGPPPLLPLLLLFLLLLPPPPLLAGATAAASREPDSPCRLKTVTVSTLPALRESDIGWSGARAGAGAGTGAGAAAAAASPGSPGSAGTAAESRLLLFVRNELPGRIAVQDDLDNTELPFFTLEMSGTAADISLVHWRQQWLENGTLYFHVSMSSSGQLAQATAPTLQEPSEIVEEQMHILHISVMGGLIALLLLLLVFTVALYAQRRWQKRRRIPQKSASTEATHEIHYIPSVLLGPQARESFRSSRLQTHNSVIGVPIRETPILDDYDCEEDEE.... Result: 1 (interaction). (7) Result: 0 (no interaction). The miRNA is hsa-miR-3935 with sequence UGUAGAUACGAGCACCAGCCAC. The protein sequence of the target gene is MAVFADLDLRAGSDLKALRGLVETAAHLGYSVVAINHIVDFKEKKQEIEKPVAVSELFTTLPIVQGKSRPIKILTRLTIIVSDPSHCNVLRATSSRARLYDVVAVFPKTEKLFHIACTHLDVDLVCITVTEKLPFYFKRPPINVAIDRGLAFELVYSPAIKDSTMRRYTISSALNLMQICKGKNVIISSAAERPLEIRGPYDVANLGLLFGLSESDAKAAVSTNCRAALLHGETRKTAFGIISTVKKPRPSEGDEDCLPASKKAKCEG. (8) The miRNA is hsa-miR-6831-3p with sequence UGACUAACUCCCACUCUACAG. The protein sequence of the target gene is MGRNKKKKKRDGDDRRPRLVLNFDEEKRREYLTGFHKRKVERKKAAIEEIKQRLKQEQKKLREERHQEYLKMLAEREEALEEADELERLVTAKTESVQYDHPNHTVTVTTISDLDLSGARLLGLPLPEQGDQDGSQEEEMSSLEKPTKALPRKSKDPLLSQRISSLTATLHAHSRKKVKRKHPRRAQDSTKKPPSATRTSKTQRRRRMTGKARHNGE. Result: 0 (no interaction). (9) The miRNA is hsa-miR-548ai with sequence AAAGGUAAUUGCAGUUUUUCCC. The protein sequence of the target gene is MMHFKSGLELTELQNMTVPEDDNISNDSNDFTEVENGQINSKFISDRESRRSLTNSHLEKKKCDEYIPGTTSLGMSVFNLSNAIMGSGILGLAFALANTGILLFLVLLTSVTLLSIYSINLLLICSKETGCMVYEKLGEQVFGTTGKFVIFGATSLQNTGAMLSYLFIVKNELPSAIKFLMGKEETFSAWYVDGRVLVVIVTFGIILPLCLLKNLGYLGYTSGFSLSCMVFFLIVVIYKKFQIPCIVPELNSTISANSTNADTCTPKYVTFNSKTVYALPTIAFAFVCHPSVLPIYSELK.... Result: 1 (interaction).